Dataset: Retrosynthesis with 50K atom-mapped reactions and 10 reaction types from USPTO. Task: Predict the reactants needed to synthesize the given product. The reactants are: CCC1(C)CC(=O)NN=C1c1ccc(C)c([N+](=O)[O-])c1. Given the product CCC1(C)CC(=O)NN=C1c1ccc(C)c(N)c1, predict the reactants needed to synthesize it.